This data is from Reaction yield outcomes from USPTO patents with 853,638 reactions. The task is: Predict the reaction yield, written as a fraction of the theoretical maximum amount of product (1.0 means a 100% yield; for example, 0.34 means a 34% yield). (1) The reactants are [C:1]([O:5][C:6](=[O:46])[NH:7][CH:8]1[C:26](=[O:27])[N:25]2[CH:21]([CH2:22][CH:23]([O:28][Si](C(C)(C)C)(C)C)[CH2:24]2)[C:20](=[O:36])[NH:19][C:18]2([C:37]([NH:39][S:40]([CH:43]3[CH2:45][CH2:44]3)(=[O:42])=[O:41])=[O:38])[CH:16]([CH2:17]2)[CH:15]=[CH:14][CH2:13][CH2:12][CH2:11][CH2:10][CH2:9]1)([CH3:4])([CH3:3])[CH3:2].[F-].C([N+](CCCC)(CCCC)CCCC)CCC. The catalyst is C1COCC1. The product is [C:1]([O:5][C:6](=[O:46])[NH:7][CH:8]1[C:26](=[O:27])[N:25]2[CH:21]([CH2:22][CH:23]([OH:28])[CH2:24]2)[C:20](=[O:36])[NH:19][C:18]2([C:37]([NH:39][S:40]([CH:43]3[CH2:45][CH2:44]3)(=[O:41])=[O:42])=[O:38])[CH:16]([CH2:17]2)[CH:15]=[CH:14][CH2:13][CH2:12][CH2:11][CH2:10][CH2:9]1)([CH3:4])([CH3:2])[CH3:3]. The yield is 0.730. (2) The reactants are [CH:1]1[C:10]2[C:5](=[CH:6][CH:7]=[CH:8][CH:9]=2)[CH:4]=[CH:3][C:2]=1[CH:11]=O.[C:13]([C:16]1[CH:21]=[CH:20][CH:19]=[CH:18][N:17]=1)(=O)[CH3:14].[OH-].[Na+].CO.C([O-])(=O)C.[NH4+:30].[I-].[Br:32][C:33]1[CH:47]=[CH:46][C:36]([C:37](=O)[CH2:38][N+]2C=CC=CC=2)=[CH:35][CH:34]=1. The catalyst is CO. The product is [Br:32][C:33]1[CH:47]=[CH:46][C:36]([C:37]2[N:30]=[C:13]([C:16]3[CH:21]=[CH:20][CH:19]=[CH:18][N:17]=3)[CH:14]=[C:11]([C:2]3[CH:3]=[CH:4][C:5]4[C:10](=[CH:9][CH:8]=[CH:7][CH:6]=4)[CH:1]=3)[CH:38]=2)=[CH:35][CH:34]=1. The yield is 0.230. (3) The reactants are [C:1]([C:4]1[S:8][C:7]([C:9]([OH:11])=[O:10])=[CH:6][CH:5]=1)(=[O:3])[CH3:2].[CH3:12][Si](C=[N+]=[N-])(C)C.CCOCC. The catalyst is C1(C)C=CC=CC=1.CO. The product is [C:1]([C:4]1[S:8][C:7]([C:9]([O:11][CH3:12])=[O:10])=[CH:6][CH:5]=1)(=[O:3])[CH3:2]. The yield is 1.00. (4) The reactants are [F:1][C:2]([F:22])([F:21])[C:3]1[CH:4]=[C:5]([C:9]2[CH:10]=[CH:11][C:12]3[N:18]4[CH2:19][C@H:15]([CH2:16][CH2:17]4)[NH:14][C:13]=3[N:20]=2)[CH:6]=[CH:7][CH:8]=1.N1C=CC=CC=1.Cl[C:30]([O:32][C:33]1[CH:38]=[CH:37][CH:36]=[CH:35][CH:34]=1)=[O:31]. The catalyst is C(Cl)Cl. The product is [F:22][C:2]([F:21])([F:1])[C:3]1[CH:4]=[C:5]([C:9]2[CH:10]=[CH:11][C:12]3[N:18]4[CH2:19][C@H:15]([CH2:16][CH2:17]4)[N:14]([C:30]([O:32][C:33]4[CH:38]=[CH:37][CH:36]=[CH:35][CH:34]=4)=[O:31])[C:13]=3[N:20]=2)[CH:6]=[CH:7][CH:8]=1. The yield is 0.840.